Dataset: Forward reaction prediction with 1.9M reactions from USPTO patents (1976-2016). Task: Predict the product of the given reaction. (1) Given the reactants [CH3:1]C1(C)CC2(CCC(N3C(CN(C)CCN(C)C(=O)OC(C)(C)C)=CC=N3)CC2)OC1.Cl.O.[C:34]([OH:40])([C:36]([F:39])([F:38])[F:37])=[O:35].FC(F)(F)C(O)=O.[F:48][C:49]1[CH:54]=[CH:53][C:52]([C:55]2[CH:56]=[N:57][O:58][C:59]=2[CH2:60][N:61](C)[CH2:62][CH2:63][NH2:64])=[CH:51][CH:50]=1, predict the reaction product. The product is: [F:37][C:36]([F:39])([F:38])[C:34]([OH:40])=[O:35].[F:48][C:49]1[CH:50]=[CH:51][C:52]([C:55]2[CH:56]=[N:57][O:58][C:59]=2[CH2:60][NH:61][CH2:62][CH2:63][NH:64][CH3:1])=[CH:53][CH:54]=1. (2) The product is: [F:1][C:2]1[C:7]([F:8])=[CH:6][CH:5]=[CH:4][C:3]=1[C:9]1[N:17]=[C:12]2[CH:13]=[N:14][N:15]([CH2:19][C:20]3[O:24][N:23]=[C:22]([C:25]4[CH:26]=[CH:27][C:28]([CH2:31][CH2:32][C:33]5[CH:34]=[C:35]([CH3:40])[N:36]=[C:37]([CH3:39])[CH:38]=5)=[CH:29][CH:30]=4)[CH:21]=3)[CH:16]=[C:11]2[N:10]=1. Given the reactants [F:1][C:2]1[C:7]([F:8])=[CH:6][CH:5]=[CH:4][C:3]=1[C:9]1[N:17]=[C:12]2[CH:13]=[N:14][NH:15][CH:16]=[C:11]2[N:10]=1.Cl[CH2:19][C:20]1[O:24][N:23]=[C:22]([C:25]2[CH:30]=[CH:29][C:28]([CH2:31][CH2:32][C:33]3[CH:38]=[C:37]([CH3:39])[N:36]=[C:35]([CH3:40])[CH:34]=3)=[CH:27][CH:26]=2)[CH:21]=1, predict the reaction product.